From a dataset of Full USPTO retrosynthesis dataset with 1.9M reactions from patents (1976-2016). Predict the reactants needed to synthesize the given product. (1) Given the product [O:30]=[C:29]([C:31]1[CH:36]=[CH:35][CH:34]=[CH:33][N:32]=1)[CH2:28][CH2:27][C:24]1[CH:23]=[CH:22][C:21]([NH:20][C:15]([C:10]2[C:9]([C:6]3[CH:7]=[CH:8][C:3]([C:2]([F:19])([F:18])[F:1])=[CH:4][CH:5]=3)=[CH:14][CH:13]=[CH:12][CH:11]=2)=[O:16])=[CH:26][CH:25]=1, predict the reactants needed to synthesize it. The reactants are: [F:1][C:2]([F:19])([F:18])[C:3]1[CH:8]=[CH:7][C:6]([C:9]2[C:10]([C:15](Cl)=[O:16])=[CH:11][CH:12]=[CH:13][CH:14]=2)=[CH:5][CH:4]=1.[NH2:20][C:21]1[CH:26]=[CH:25][C:24]([CH2:27][CH2:28][C:29]([C:31]2[CH:36]=[CH:35][CH:34]=[CH:33][N:32]=2)=[O:30])=[CH:23][CH:22]=1.NC1C=CC(CCC(C2C=CC=CN=2)O)=CC=1.C(N(CC)CC)C. (2) Given the product [C:20]1([C:3]2[C:4]([C:16]([O:18][CH3:19])=[O:17])=[CH:5][NH:6][C:2]=2[C:26]2[CH:31]=[CH:30][CH:29]=[CH:28][CH:27]=2)[CH:21]=[CH:22][CH:23]=[CH:24][CH:25]=1, predict the reactants needed to synthesize it. The reactants are: Br[C:2]1[N:6](S(C2C=CC=CC=2)(=O)=O)[CH:5]=[C:4]([C:16]([O:18][CH3:19])=[O:17])[C:3]=1[C:20]1[CH:25]=[CH:24][CH:23]=[CH:22][CH:21]=1.[C:26]1(B(O)O)[CH:31]=[CH:30][CH:29]=[CH:28][CH:27]=1.C(=O)([O-])[O-].[Na+].[Na+].